From a dataset of Forward reaction prediction with 1.9M reactions from USPTO patents (1976-2016). Predict the product of the given reaction. (1) Given the reactants [F:1][C:2]1[CH:3]=[CH:4][C:5]([CH3:36])=[C:6]([CH:35]=1)[O:7][CH2:8][C:9]1[C:10]([C:23]2[CH:28]=[C:27]([C:29]([O:31]C)=[O:30])[CH:26]=[CH:25][C:24]=2[O:33][CH3:34])=[CH:11][CH:12]=[C:13]2[C:18]=1[N:17]([CH3:19])[C:16](=[O:20])[C:15]([CH3:22])([CH3:21])[NH:14]2.C(OCC)(=O)C.Cl, predict the reaction product. The product is: [C:29]([C:27]1[CH:26]=[CH:25][C:24]([O:33][CH3:34])=[C:23]([C:10]2[C:9]([CH2:8][O:7][C:6]3[CH:35]=[C:2]([F:1])[CH:3]=[CH:4][C:5]=3[CH3:36])=[C:18]3[C:13]([NH:14][C:15]([CH3:22])([CH3:21])[C:16](=[O:20])[N:17]3[CH3:19])=[CH:12][CH:11]=2)[CH:28]=1)([OH:31])=[O:30]. (2) The product is: [C:27]([C:24]1[CH:23]=[CH:22][C:21]([C:18]2[CH:17]=[CH:16][C:15]([CH2:3][CH:4]3[O:7][CH2:5]3)=[CH:20][CH:19]=2)=[CH:26][CH:25]=1)#[N:28]. Given the reactants ClC1[CH:3]=[C:4](C=CC=1)[C:5]([OH:7])=O.C(O[C:15]1[CH:20]=[CH:19][C:18]([C:21]2[CH:26]=[CH:25][C:24]([C:27]#[N:28])=[CH:23][CH:22]=2)=[CH:17][CH:16]=1)C=C, predict the reaction product. (3) Given the reactants [C:1]([C:3]1[CH:8]=[CH:7][C:6]([CH:9]2[CH2:12][N:11]([C:13]([C:15]3[CH:16]=[CH:17][C:18]([CH3:40])=[C:19]([C:21]4[N:22]=[C:23]([CH:27]5[CH2:32][CH2:31][N:30](C(OC(C)(C)C)=O)[CH2:29][CH2:28]5)[NH:24][C:25]=4[CH3:26])[CH:20]=3)=[O:14])[CH2:10]2)=[CH:5][CH:4]=1)#[N:2].FC(F)(F)C(O)=O, predict the reaction product. The product is: [CH3:40][C:18]1[CH:17]=[CH:16][C:15]([C:13]([N:11]2[CH2:12][CH:9]([C:6]3[CH:5]=[CH:4][C:3]([C:1]#[N:2])=[CH:8][CH:7]=3)[CH2:10]2)=[O:14])=[CH:20][C:19]=1[C:21]1[NH:22][C:23]([CH:27]2[CH2:32][CH2:31][NH:30][CH2:29][CH2:28]2)=[N:24][C:25]=1[CH3:26]. (4) Given the reactants [Br:1][C:2]1[C:3]([CH3:9])=[N:4][C:5]([NH2:8])=[N:6][CH:7]=1.[CH3:10][O:11][C:12]1[CH:19]=[CH:18][C:15]([CH2:16]Cl)=[CH:14][CH:13]=1.[H-].[Na+].B(OC(C)C)(OC(C)C)OC(C)C.[CH2:35]1[CH2:39][O:38][CH2:37][CH2:36]1.[C:40]1(C)[CH:45]=CC=[CH:42][CH:41]=1, predict the reaction product. The product is: [Br:1][C:2]1[C:3]([CH3:9])=[N:4][C:5]([N:8]([CH2:42][C:41]2[CH:36]=[CH:35][C:39]([O:38][CH3:37])=[CH:45][CH:40]=2)[CH2:16][C:15]2[CH:18]=[CH:19][C:12]([O:11][CH3:10])=[CH:13][CH:14]=2)=[N:6][CH:7]=1. (5) Given the reactants C([O:3][C:4](=[O:34])[C:5]([CH3:33])=[CH:6][C:7]1[CH:12]=[CH:11][C:10]([O:13][C:14]2[C:23]3[C:18](=[CH:19][C:20]([O:24][CH3:25])=[CH:21][CH:22]=3)[CH:17]=[C:16]([CH3:26])[C:15]=2[C:27]2[CH:32]=[CH:31][CH:30]=[CH:29][CH:28]=2)=[CH:9][CH:8]=1)C.C1COCC1.[OH-].[Na+], predict the reaction product. The product is: [CH3:25][O:24][C:20]1[CH:19]=[C:18]2[C:23](=[CH:22][CH:21]=1)[C:14]([O:13][C:10]1[CH:9]=[CH:8][C:7]([CH:6]=[C:5]([CH3:33])[C:4]([OH:34])=[O:3])=[CH:12][CH:11]=1)=[C:15]([C:27]1[CH:32]=[CH:31][CH:30]=[CH:29][CH:28]=1)[C:16]([CH3:26])=[CH:17]2. (6) Given the reactants [CH2:1]([O:3][C:4]([C:6]1([CH3:27])[CH2:11][CH2:10][N:9]([C:12]2[CH2:26][C:15]3([CH2:18][N:17]([C:19](OC(C)(C)C)=O)[CH2:16]3)[O:14][N:13]=2)[CH2:8][CH2:7]1)=[O:5])[CH3:2].[CH:28]1([C:32]2[C:39]([CH:40]3[CH2:42][CH2:41]3)=[CH:38][C:35](C=O)=[C:34]([O:43][CH:44]([CH3:46])[CH3:45])[CH:33]=2)[CH2:31][CH2:30][CH2:29]1, predict the reaction product. The product is: [CH:28]1([C:32]2[C:39]([CH:40]3[CH2:42][CH2:41]3)=[CH:38][C:35]([CH2:19][N:17]3[CH2:18][C:15]4([CH2:26][C:12]([N:9]5[CH2:10][CH2:11][C:6]([CH3:27])([C:4]([O:3][CH2:1][CH3:2])=[O:5])[CH2:7][CH2:8]5)=[N:13][O:14]4)[CH2:16]3)=[C:34]([O:43][CH:44]([CH3:46])[CH3:45])[CH:33]=2)[CH2:31][CH2:30][CH2:29]1.